This data is from Full USPTO retrosynthesis dataset with 1.9M reactions from patents (1976-2016). The task is: Predict the reactants needed to synthesize the given product. (1) Given the product [NH2:28][C:27]([C:26]1[CH:25]=[CH:24][C:23]([O:16][C:17]2[CH:18]=[CH:19][CH:20]=[CH:21][CH:22]=2)=[CH:30][CH:29]=1)=[CH:7][C:6]#[N:9], predict the reactants needed to synthesize it. The reactants are: [Li]CCCC.[CH:6]([NH:9]C(C)C)(C)[CH3:7].C(#N)C.[O:16]([C:23]1[CH:30]=[CH:29][C:26]([C:27]#[N:28])=[CH:25][CH:24]=1)[C:17]1[CH:22]=[CH:21][CH:20]=[CH:19][CH:18]=1.[Cl-].[NH4+].Cl. (2) Given the product [C:13]([O:16][C:17]([N:5]1[C@H:6]([CH2:8][OH:9])[CH2:7][C:3]2([CH2:2][CH2:1]2)[CH2:4]1)=[O:18])([CH3:15])([CH3:14])[CH3:12], predict the reactants needed to synthesize it. The reactants are: [CH2:1]1[C:3]2([CH2:7][C@@H:6]([CH2:8][OH:9])[NH:5][CH2:4]2)[CH2:2]1.[OH-].[Na+].[CH3:12][C:13]([O:16][C:17](O[C:17]([O:16][C:13]([CH3:15])([CH3:14])[CH3:12])=[O:18])=[O:18])([CH3:15])[CH3:14]. (3) Given the product [Cl:30][C:31]1[CH:36]=[CH:35][C:34]([CH2:37][C:38]([N:1]2[CH2:5][CH2:4][C@H:3]([NH:6][C:7]3[N:16]=[C:15]([N:17]4[CH2:18][CH2:19][N:20]([C:23]([O:25][C:26]([CH3:29])([CH3:28])[CH3:27])=[O:24])[CH2:21][CH2:22]4)[C:14]4[C:9](=[CH:10][CH:11]=[CH:12][CH:13]=4)[N:8]=3)[CH2:2]2)=[O:39])=[CH:33][CH:32]=1, predict the reactants needed to synthesize it. The reactants are: [NH:1]1[CH2:5][CH2:4][C@H:3]([NH:6][C:7]2[N:16]=[C:15]([N:17]3[CH2:22][CH2:21][N:20]([C:23]([O:25][C:26]([CH3:29])([CH3:28])[CH3:27])=[O:24])[CH2:19][CH2:18]3)[C:14]3[C:9](=[CH:10][CH:11]=[CH:12][CH:13]=3)[N:8]=2)[CH2:2]1.[Cl:30][C:31]1[CH:36]=[CH:35][C:34]([CH2:37][C:38](O)=[O:39])=[CH:33][CH:32]=1.C1C=CC2N(O)N=NC=2C=1.CCN=C=NCCCN(C)C.Cl.C(=O)([O-])O.[Na+].